From a dataset of Catalyst prediction with 721,799 reactions and 888 catalyst types from USPTO. Predict which catalyst facilitates the given reaction. (1) Reactant: [CH3:1][O:2][C:3]1[CH:25]=[CH:24][C:6]([CH2:7][N:8]2[CH2:17][CH2:16][C:15]3[C:10](=[CH:11][CH:12]=[C:13]([C:18]([CH3:22])([CH3:21])[CH:19]=[O:20])[CH:14]=3)[C:9]2=[O:23])=[CH:5][CH:4]=1.C(O)C.[BH4-].[Na+]. Product: [OH:20][CH2:19][C:18]([C:13]1[CH:14]=[C:15]2[C:10](=[CH:11][CH:12]=1)[C:9](=[O:23])[N:8]([CH2:7][C:6]1[CH:5]=[CH:4][C:3]([O:2][CH3:1])=[CH:25][CH:24]=1)[CH2:17][CH2:16]2)([CH3:21])[CH3:22]. The catalyst class is: 1. (2) The catalyst class is: 5. Product: [CH3:18][CH:17]([CH3:19])[CH2:16][N:15]1[C:11]2[C:10]3[CH:9]=[CH:8][CH:7]=[CH:6][C:5]=3[N:4]=[C:3]([NH2:21])[C:12]=2[N:13]=[C:14]1[NH2:20]. Reactant: Br.Cl[C:3]1[C:12]2[N:13]=[C:14]([NH2:20])[N:15]([CH2:16][CH:17]([CH3:19])[CH3:18])[C:11]=2[C:10]2[CH:9]=[CH:8][CH:7]=[CH:6][C:5]=2[N:4]=1.[NH3:21]. (3) The catalyst class is: 25. Reactant: [Br:1][C:2]1[C:3]([C@@H:15]([NH:25][C:26](=[O:43])[CH2:27][N:28]2[C:32]3[C:33]([F:38])([F:37])[C@@H:34]4[CH2:36][C@@H:35]4[C:31]=3[C:30]([C:39]([F:42])([F:41])[F:40])=[N:29]2)[CH2:16][C:17]2[CH:22]=[C:21]([F:23])[CH:20]=[C:19]([F:24])[CH:18]=2)=[N:4][C:5]([C:8]#[C:9][C:10]2([OH:14])[CH2:13][NH:12][CH2:11]2)=[CH:6][CH:7]=1.C=O.[C:46](O[BH-](OC(=O)C)OC(=O)C)(=O)C.[Na+].C(=O)(O)[O-].[Na+]. Product: [Br:1][C:2]1[C:3]([C@@H:15]([NH:25][C:26](=[O:43])[CH2:27][N:28]2[C:32]3[C:33]([F:37])([F:38])[C@@H:34]4[CH2:36][C@@H:35]4[C:31]=3[C:30]([C:39]([F:42])([F:41])[F:40])=[N:29]2)[CH2:16][C:17]2[CH:18]=[C:19]([F:24])[CH:20]=[C:21]([F:23])[CH:22]=2)=[N:4][C:5]([C:8]#[C:9][C:10]2([OH:14])[CH2:13][N:12]([CH3:46])[CH2:11]2)=[CH:6][CH:7]=1. (4) The catalyst class is: 275. Reactant: [F:1][C:2]1[CH:3]=[CH:4][C:5]([CH2:8][O:9][C:10]2[CH:15]=[CH:14][N:13]([C:16]3[CH:21]=[CH:20][C:19]4[C:22]5[CH2:23][N:24](C(OC(C)(C)C)=O)[CH2:25][CH2:26][CH2:27][C:28]=5[O:29][C:18]=4[CH:17]=3)[C:12](=[O:37])[CH:11]=2)=[N:6][CH:7]=1.Cl.C([O-])(O)=O.[Na+]. Product: [F:1][C:2]1[CH:3]=[CH:4][C:5]([CH2:8][O:9][C:10]2[CH:15]=[CH:14][N:13]([C:16]3[CH:21]=[CH:20][C:19]4[C:22]5[CH2:23][NH:24][CH2:25][CH2:26][CH2:27][C:28]=5[O:29][C:18]=4[CH:17]=3)[C:12](=[O:37])[CH:11]=2)=[N:6][CH:7]=1. (5) Reactant: [CH:1]([C:3]1[CH:4]=[C:5]([C:11]2[CH:16]=[CH:15][C:14]([C:17]#[N:18])=[CH:13]C=2)[CH:6]=[CH:7][C:8]=1[O:9][CH3:10])=[O:2].ClC1C=CC(C#N)=C[N:21]=1.C(O)(=O)C.C(C1C=CC(C2C=CC(C3NC4C=CC(C(N)=N)=CC=4N=3)=CC=2)=CC=1F)(=N)N.ONC(C1C=CC2NC(C3C(O)=C(C4C=CC(C(=N)NO)=CC=4)C=CC=3)=NC=2C=1)=N.C(O)(=O)C.C(C1C=CC(C2C=CC(OC)=C(C3NC4C=CC(C(N)=N)=CC=4N=3)C=2)=CC=1)(=N)N. Product: [CH:1]([C:3]1[CH:4]=[C:5]([C:11]2[CH:16]=[CH:15][C:14]([C:17]#[N:18])=[CH:13][N:21]=2)[CH:6]=[CH:7][C:8]=1[O:9][CH3:10])=[O:2]. The catalyst class is: 14. (6) Reactant: [C:1]([N:8]([CH:12]1[C:20]2[C:15](=[CH:16][CH:17]=[C:18]([N+:21]([O-])=O)[CH:19]=2)[CH2:14][CH2:13]1)[CH2:9][C:10]#[CH:11])([O:3][C:4]([CH3:7])([CH3:6])[CH3:5])=[O:2].[BH4-].[Na+].[NH4+].[OH-].CCOC(C)=O. Product: [C:1]([N:8]([CH:12]1[C:20]2[C:15](=[CH:16][CH:17]=[C:18]([NH2:21])[CH:19]=2)[CH2:14][CH2:13]1)[CH2:9][C:10]#[CH:11])([O:3][C:4]([CH3:6])([CH3:7])[CH3:5])=[O:2]. The catalyst class is: 40. (7) Reactant: [CH3:1][C:2]([C:4]1[CH:9]=[CH:8][C:7]([F:10])=[CH:6][CH:5]=1)=[O:3].OI(C1C=CC=CC=1)[O:13][S:14]([C:17]1[CH:23]=[CH:22][C:20]([CH3:21])=[CH:19][CH:18]=1)(=[O:16])=[O:15]. Product: [CH3:21][C:20]1[CH:19]=[CH:18][C:17]([S:14]([O:16][CH2:1][C:2]([C:4]2[CH:9]=[CH:8][C:7]([F:10])=[CH:6][CH:5]=2)=[O:3])(=[O:15])=[O:13])=[CH:23][CH:22]=1. The catalyst class is: 10. (8) Reactant: ClCCl.B(Br)(Br)Br.C[O:9][C:10]1[CH:11]=[CH:12][C:13]2[O:17][C:16]([CH:18]=[CH:19][C:20]3[CH:25]=[CH:24][C:23]([N:26]([CH3:28])[CH3:27])=[CH:22][CH:21]=3)=[CH:15][C:14]=2[CH:29]=1.C(=O)([O-])[O-].[Na+].[Na+].Cl. Product: [OH:9][C:10]1[CH:11]=[CH:12][C:13]2[O:17][C:16]([CH:18]=[CH:19][C:20]3[CH:25]=[CH:24][C:23]([N:26]([CH3:27])[CH3:28])=[CH:22][CH:21]=3)=[CH:15][C:14]=2[CH:29]=1. The catalyst class is: 4. (9) Reactant: I[C:2]1[CH:20]=[CH:19][C:5]([C:6]([NH:8][C:9]2[CH:10]=[CH:11][CH:12]=[C:13]3[C:18]=2[N:17]=[CH:16][CH:15]=[CH:14]3)=[O:7])=[CH:4][CH:3]=1.C(=O)([O-])[O-].[Cs+].[Cs+].CC1(C)C2C(=C(P(C3C=CC=CC=3)C3C=CC=CC=3)C=CC=2)OC2C(P(C3C=CC=CC=3)C3C=CC=CC=3)=CC=CC1=2.[CH3:69][C:70]1([CH3:83])[O:74][C:73](=[O:75])[NH:72][C@H:71]1[C:76]1[CH:81]=[CH:80][CH:79]=[CH:78][C:77]=1[CH3:82]. Product: [CH3:69][C:70]1([CH3:83])[O:74][C:73](=[O:75])[N:72]([C:2]2[CH:20]=[CH:19][C:5]([C:6]([NH:8][C:9]3[CH:10]=[CH:11][CH:12]=[C:13]4[C:18]=3[N:17]=[CH:16][CH:15]=[CH:14]4)=[O:7])=[CH:4][CH:3]=2)[C@H:71]1[C:76]1[CH:81]=[CH:80][CH:79]=[CH:78][C:77]=1[CH3:82]. The catalyst class is: 62.